This data is from Peptide-MHC class I binding affinity with 185,985 pairs from IEDB/IMGT. The task is: Regression. Given a peptide amino acid sequence and an MHC pseudo amino acid sequence, predict their binding affinity value. This is MHC class I binding data. (1) The peptide sequence is ETLLLLGLMI. The MHC is HLA-A26:01 with pseudo-sequence HLA-A26:01. The binding affinity (normalized) is 0. (2) The peptide sequence is SRAIWFMWL. The MHC is HLA-B39:01 with pseudo-sequence HLA-B39:01. The binding affinity (normalized) is 0.314. (3) The peptide sequence is SMMVILPDK. The MHC is HLA-A02:01 with pseudo-sequence HLA-A02:01. The binding affinity (normalized) is 0.121.